From a dataset of In vitro SARS-CoV-2 activity screen of 1,480 approved drugs from Prestwick library. Binary Classification. Given a drug SMILES string, predict its activity (active/inactive) in a high-throughput screening assay against a specified biological target. (1) The compound is Oc1c(Cl)cc(Cl)c2cccnc12. The result is 0 (inactive). (2) The compound is O=C(O)[C@H]1/C(=C/CO)O[C@@H]2CC(=O)N21. The result is 0 (inactive). (3) The molecule is C[C@@H]1CN(C2CCC(C#N)(c3ccc(F)cc3)CC2)CC[C@]1(C(=O)O)c1ccccc1.Cl. The result is 0 (inactive). (4) The compound is C[C@H](NCc1ccc(OCc2cccc(F)c2)cc1)C(N)=O. The result is 0 (inactive). (5) The molecule is CCOC(=O)C1=C[C@]2(CC)CCCN3CCc4c(n1c1ccccc41)[C@@H]32. The result is 0 (inactive). (6) The molecule is C[C@]12CC[C@@H]3c4ccc(O)cc4C[C@@H](CCCCCCCCCS(=O)CCCC(F)(F)C(F)(F)F)[C@H]3[C@@H]1CC[C@@H]2O. The result is 0 (inactive).